This data is from Catalyst prediction with 721,799 reactions and 888 catalyst types from USPTO. The task is: Predict which catalyst facilitates the given reaction. (1) Reactant: [CH2:1]([N:8]1[CH2:12][C@@H:11]2[C@@H:13]([NH:16][C:17](=O)OC(C)(C)C)[CH2:14][CH2:15][C@@H:10]2[CH2:9]1)[C:2]1[CH:7]=[CH:6][CH:5]=[CH:4][CH:3]=1.[H-].[Al+3].[Li+].[H-].[H-].[H-]. Product: [CH2:1]([N:8]1[CH2:12][C@@H:11]2[C@@H:13]([NH:16][CH3:17])[CH2:14][CH2:15][C@@H:10]2[CH2:9]1)[C:2]1[CH:3]=[CH:4][CH:5]=[CH:6][CH:7]=1. The catalyst class is: 7. (2) Reactant: [C:1]([N:8]1[CH2:15][CH2:14][CH2:13][C@H:9]1[C:10]([OH:12])=[O:11])([O:3][C:4]([CH3:7])([CH3:6])[CH3:5])=[O:2].CCN=C=NCCCN(C)C.C1C=CC2N(O)N=NC=2C=1.O/[N:38]=[C:39](\[NH2:46])/[C:40]1[CH:45]=[CH:44][CH:43]=[CH:42][CH:41]=1. Product: [NH2:46]/[C:39](=[N:38]\[O:11][C:10]([C@@H:9]1[CH2:13][CH2:14][CH2:15][N:8]1[C:1]([O:3][C:4]([CH3:7])([CH3:6])[CH3:5])=[O:2])=[O:12])/[C:40]1[CH:45]=[CH:44][CH:43]=[CH:42][CH:41]=1. The catalyst class is: 2. (3) Reactant: [CH3:1][I:2].[Cl:3][C:4]1[CH:13]=[CH:12][C:11]([Cl:14])=[C:10]2[C:5]=1[CH:6]([CH3:16])[NH:7][C:8](=[S:15])[NH:9]2. Product: [IH:2].[Cl:3][C:4]1[CH:13]=[CH:12][C:11]([Cl:14])=[C:10]2[C:5]=1[CH:6]([CH3:16])[NH:7][C:8]([S:15][CH3:1])=[N:9]2. The catalyst class is: 883. (4) Reactant: C[O:2][C:3]([C:5]1[N:6]=[CH:7][C:8]2[C:9](=[O:27])[N:10]([CH2:16][C:17]3[CH:22]=[CH:21][C:20]([O:23][CH3:24])=[CH:19][C:18]=3[O:25][CH3:26])[CH2:11][CH2:12][C:13]=2[C:14]=1[OH:15])=O.[CH3:28][NH2:29]. Product: [CH3:28][NH:29][C:3]([C:5]1[N:6]=[CH:7][C:8]2[C:9](=[O:27])[N:10]([CH2:16][C:17]3[CH:22]=[CH:21][C:20]([O:23][CH3:24])=[CH:19][C:18]=3[O:25][CH3:26])[CH2:11][CH2:12][C:13]=2[C:14]=1[OH:15])=[O:2]. The catalyst class is: 14. (5) Product: [F:16][C:8]([F:17])([C:9]1[CH:14]=[CH:13][C:12]([F:15])=[CH:11][CH:10]=1)[C:6]1[N:7]=[C:2]([NH:26][C:23]2[CH:24]=[CH:25][NH:21][N:22]=2)[C:3]2[CH:20]=[CH:19][S:18][C:4]=2[N:5]=1. The catalyst class is: 3. Reactant: Cl[C:2]1[C:3]2[CH:20]=[CH:19][S:18][C:4]=2[N:5]=[C:6]([C:8]([F:17])([F:16])[C:9]2[CH:14]=[CH:13][C:12]([F:15])=[CH:11][CH:10]=2)[N:7]=1.[NH:21]1[CH:25]=[CH:24][C:23]([NH2:26])=[N:22]1.[I-].[K+].CCN(C(C)C)C(C)C.